Dataset: Forward reaction prediction with 1.9M reactions from USPTO patents (1976-2016). Task: Predict the product of the given reaction. (1) Given the reactants [NH2:1][C:2]1[CH:7]=[CH:6][CH:5]=[CH:4][C:3]=1[CH2:8][CH2:9][C:10]1[C:14]2[C:15](=[O:29])[N:16]([C:23]3[CH:28]=[CH:27][CH:26]=[CH:25][CH:24]=3)[C:17]3[N:18]=[CH:19][CH:20]=[CH:21][C:22]=3[C:13]=2[NH:12][N:11]=1.C(O)(=O)C.[O-:34][C:35]#[N:36].[K+], predict the reaction product. The product is: [C:23]1([N:16]2[C:17]3[N:18]=[CH:19][CH:20]=[CH:21][C:22]=3[C:13]3[NH:12][N:11]=[C:10]([CH2:9][CH2:8][C:3]4[CH:4]=[CH:5][CH:6]=[CH:7][C:2]=4[NH:1][C:35]([NH2:36])=[O:34])[C:14]=3[C:15]2=[O:29])[CH:28]=[CH:27][CH:26]=[CH:25][CH:24]=1. (2) Given the reactants [Cl:1][C:2]1[CH:3]=[CH:4][N:5]2[C:10]=1[C:9](=[O:11])[N:8]([C:12]1[CH:17]=[CH:16][CH:15]=[CH:14][N:13]=1)[C:7]([C@@H:18]1[CH2:22][CH2:21][CH2:20][N:19]1[C:23]1[C:24]3[C:31]([C:32]#[N:33])=[CH:30][N:29](COCC[Si](C)(C)C)[C:25]=3[N:26]=[CH:27][N:28]=1)=[N:6]2, predict the reaction product. The product is: [Cl:1][C:2]1[CH:3]=[CH:4][N:5]2[C:10]=1[C:9](=[O:11])[N:8]([C:12]1[CH:17]=[CH:16][CH:15]=[CH:14][N:13]=1)[C:7]([C@@H:18]1[CH2:22][CH2:21][CH2:20][N:19]1[C:23]1[C:24]3[C:31]([C:32]#[N:33])=[CH:30][NH:29][C:25]=3[N:26]=[CH:27][N:28]=1)=[N:6]2. (3) Given the reactants O.[OH-].[Li+].CC([Si](C)(C)[O:9][C:10]1[CH:11]=[C:12]([CH:21]=[C:22]([O:24][C@@H:25]([CH3:35])[CH2:26][O:27][Si:28]([C:31]([CH3:34])([CH3:33])[CH3:32])([CH3:30])[CH3:29])[CH:23]=1)[C:13]([NH:15][C:16]1[S:17][CH:18]=[CH:19][N:20]=1)=[O:14])(C)C, predict the reaction product. The product is: [CH3:32][C:31]([Si:28]([CH3:30])([CH3:29])[O:27][CH2:26][C@@H:25]([O:24][C:22]1[CH:21]=[C:12]([CH:11]=[C:10]([OH:9])[CH:23]=1)[C:13]([NH:15][C:16]1[S:17][CH:18]=[CH:19][N:20]=1)=[O:14])[CH3:35])([CH3:33])[CH3:34]. (4) Given the reactants [N:1]12[CH2:8][CH2:7][CH:4]([CH2:5][CH2:6]1)[C@@H:3]([NH:9][C:10]([C:12]1[S:13][C:14]([C:17]3[CH:22]=[CH:21][CH:20]=[C:19]([CH:23]=[O:24])[CH:18]=3)=[CH:15][CH:16]=1)=[O:11])[CH2:2]2.[BH4-].[Na+], predict the reaction product. The product is: [N:1]12[CH2:6][CH2:5][CH:4]([CH2:7][CH2:8]1)[C@@H:3]([NH:9][C:10]([C:12]1[S:13][C:14]([C:17]3[CH:22]=[CH:21][CH:20]=[C:19]([CH2:23][OH:24])[CH:18]=3)=[CH:15][CH:16]=1)=[O:11])[CH2:2]2.